Dataset: Forward reaction prediction with 1.9M reactions from USPTO patents (1976-2016). Task: Predict the product of the given reaction. (1) Given the reactants [F:1][C:2]1[CH:3]=[C:4]([CH:6]=[CH:7][C:8]=1[O:9][CH2:10][CH2:11][O:12][CH3:13])[NH2:5].N1C=CC=CC=1.Cl[C:21]([O:23][C:24]1[CH:29]=[CH:28][CH:27]=[CH:26][CH:25]=1)=[O:22], predict the reaction product. The product is: [F:1][C:2]1[CH:3]=[C:4]([NH:5][C:21](=[O:22])[O:23][C:24]2[CH:29]=[CH:28][CH:27]=[CH:26][CH:25]=2)[CH:6]=[CH:7][C:8]=1[O:9][CH2:10][CH2:11][O:12][CH3:13]. (2) Given the reactants [Br:1][C:2]1[CH:7]=[CH:6][C:5]([CH2:8]Br)=[CH:4][CH:3]=1.[CH3:10][C@H:11]1[CH2:16][CH2:15][CH2:14][C@@H:13]([CH3:17])[NH:12]1.C(=O)([O-])[O-].[K+].[K+], predict the reaction product. The product is: [Br:1][C:2]1[CH:7]=[CH:6][C:5]([CH2:8][N:12]2[C@H:13]([CH3:17])[CH2:14][CH2:15][CH2:16][C@@H:11]2[CH3:10])=[CH:4][CH:3]=1. (3) Given the reactants C([O:5][C:6](=[O:40])[CH2:7][O:8][C:9]1[CH:18]=[CH:17][C:16]([Cl:19])=[C:15]2[C:10]=1[C:11]([CH3:39])=[C:12]([CH2:24][C:25]1[CH:30]=[CH:29][C:28]([C:31]3[CH:35]=[CH:34][N:33]([CH:36]([CH3:38])[CH3:37])[N:32]=3)=[CH:27][CH:26]=1)[C:13]([O:20][CH:21]([F:23])[F:22])=[N:14]2)(C)(C)C.[OH-].[Na+].Cl, predict the reaction product. The product is: [Cl:19][C:16]1[CH:17]=[CH:18][C:9]([O:8][CH2:7][C:6]([OH:40])=[O:5])=[C:10]2[C:15]=1[N:14]=[C:13]([O:20][CH:21]([F:22])[F:23])[C:12]([CH2:24][C:25]1[CH:26]=[CH:27][C:28]([C:31]3[CH:35]=[CH:34][N:33]([CH:36]([CH3:38])[CH3:37])[N:32]=3)=[CH:29][CH:30]=1)=[C:11]2[CH3:39]. (4) The product is: [CH3:35][C:31]1[CH:30]=[C:29]([NH:28][C:6]2[CH:7]=[CH:2][CH:3]=[C:4]([C:8]3([C:21]4[CH:22]=[CH:23][C:24]([CH3:36])=[CH:25][CH:26]=4)[C:20]4[CH:19]=[CH:18][CH:17]=[CH:16][C:15]=4[C:14]4[C:9]3=[CH:10][CH:11]=[CH:12][CH:13]=4)[CH:5]=2)[CH:34]=[CH:33][CH:32]=1. Given the reactants Br[C:2]1[CH:3]=[C:4]([C:8]2([C:21]3[CH:26]=[CH:25][CH:24]=[C:23](C)[CH:22]=3)[C:20]3[CH:19]=[CH:18][CH:17]=[CH:16][C:15]=3[C:14]3[C:9]2=[CH:10][CH:11]=[CH:12][CH:13]=3)[CH:5]=[CH:6][CH:7]=1.[NH2:28][C:29]1[CH:34]=[CH:33][CH:32]=[C:31]([CH3:35])[CH:30]=1.[CH3:36]C(C)([O-])C.[Na+].C(P(C(C)(C)C)C(C)(C)C)(C)(C)C, predict the reaction product. (5) Given the reactants [Cl:1][C:2]1[CH:10]=[CH:9][C:8]([NH:11][C:12]([CH:14]2[CH2:16][CH2:15]2)=[O:13])=[C:7]2[C:3]=1[CH2:4][N:5]([C@@H:18]([C:23]1[CH:28]=[CH:27][C:26]([O:29][CH3:30])=[C:25]([O:31][CH2:32][CH3:33])[CH:24]=1)[CH2:19][C:20](O)=[O:21])[C:6]2=[O:17].C(N1C=CN=C1)([N:36]1C=CN=C1)=O.[NH4+].[OH-].O, predict the reaction product. The product is: [C:20]([CH2:19][C@@H:18]([N:5]1[C:6](=[O:17])[C:7]2[C:3](=[C:2]([Cl:1])[CH:10]=[CH:9][C:8]=2[NH:11][C:12]([CH:14]2[CH2:16][CH2:15]2)=[O:13])[CH2:4]1)[C:23]1[CH:28]=[CH:27][C:26]([O:29][CH3:30])=[C:25]([O:31][CH2:32][CH3:33])[CH:24]=1)(=[O:21])[NH2:36]. (6) Given the reactants [NH2:1][C@@H:2]1[N:8]=[C:7]([C:9]2[CH:14]=[CH:13][CH:12]=[CH:11][CH:10]=2)[C:6]2[CH:15]=[CH:16][CH:17]=[CH:18][C:5]=2[N:4]([CH2:19][C:20]([F:23])([F:22])[F:21])[C:3]1=[O:24].C(N(CC)CC)C.[NH:32]1[CH2:37][CH2:36][CH:35]([NH:38][C:39]([NH:41][CH:42]([C:48]2[CH:53]=[CH:52][CH:51]=[CH:50][N:49]=2)[C:43]([O:45][CH2:46][CH3:47])=[O:44])=[O:40])[CH2:34][CH2:33]1.[O:54]1CCC[CH2:55]1, predict the reaction product. The product is: [O:24]=[C:3]1[C@H:2]([NH:1][C:55]([N:32]2[CH2:37][CH2:36][CH:35]([NH:38][C:39]([NH:41][CH:42]([C:48]3[CH:53]=[CH:52][CH:51]=[CH:50][N:49]=3)[C:43]([O:45][CH2:46][CH3:47])=[O:44])=[O:40])[CH2:34][CH2:33]2)=[O:54])[N:8]=[C:7]([C:9]2[CH:10]=[CH:11][CH:12]=[CH:13][CH:14]=2)[C:6]2[CH:15]=[CH:16][CH:17]=[CH:18][C:5]=2[N:4]1[CH2:19][C:20]([F:21])([F:23])[F:22]. (7) Given the reactants [F:1][C:2]1[CH:3]=[C:4]2[C:8](=[CH:9][CH:10]=1)[N:7]([CH2:11][C:12]1[CH:17]=[CH:16][CH:15]=[C:14]([F:18])[CH:13]=1)[C:6]([C:19]([NH2:21])=[O:20])=[CH:5]2.[NH2:22][C:23]1[CH:28]=[C:27](Br)[CH:26]=[CH:25][N:24]=1.[C:30](=O)([O-])[O-].[K+].[K+].[C@@H:36]1(N)[CH2:41][CH2:40][CH2:39][CH2:38][C@H:37]1N.O1[CH2:49][CH2:48]OCC1, predict the reaction product. The product is: [CH3:30][C:48]1[N:22]=[C:23]2[CH:28]=[C:27]([NH:21][C:19]([C:6]3[N:7]([CH2:11][C:12]4[CH:17]=[CH:16][CH:15]=[C:14]([F:18])[CH:13]=4)[C:8]4[C:4]([CH:5]=3)=[CH:3][C:2]([F:1])=[CH:10][CH:9]=4)=[O:20])[CH:26]=[CH:25][N:24]2[C:49]=1[C:36]1[CH:41]=[CH:40][CH:39]=[CH:38][CH:37]=1.